Task: Predict which catalyst facilitates the given reaction.. Dataset: Catalyst prediction with 721,799 reactions and 888 catalyst types from USPTO (1) Reactant: [Cl:1][C:2]1[CH:7]=[C:6]([O:8][C:9]2[C:18]3[C:13](=[CH:14][C:15]([OH:21])=[C:16]([O:19][CH3:20])[CH:17]=3)[N:12]=[CH:11][N:10]=2)[CH:5]=[CH:4][C:3]=1[NH:22][C:23]([NH:25][CH2:26][CH2:27][CH3:28])=[O:24].C(=O)([O-])[O-].[K+].[K+].Br[CH2:36][CH2:37][CH2:38][OH:39]. Product: [Cl:1][C:2]1[CH:7]=[C:6]([O:8][C:9]2[C:18]3[C:13](=[CH:14][C:15]([O:21][CH2:36][CH2:37][CH2:38][OH:39])=[C:16]([O:19][CH3:20])[CH:17]=3)[N:12]=[CH:11][N:10]=2)[CH:5]=[CH:4][C:3]=1[NH:22][C:23]([NH:25][CH2:26][CH2:27][CH3:28])=[O:24]. The catalyst class is: 9. (2) Reactant: [CH3:1][C:2]1[C:6]2[C:7](=[O:20])[N:8]([CH2:12][CH2:13][N:14]3[CH2:19][CH2:18][CH2:17][CH2:16][CH2:15]3)[CH2:9][CH2:10][CH2:11][C:5]=2[NH:4][C:3]=1[CH:21]=O.[F:23][C:24]1[CH:29]=[CH:28][C:27]([CH2:30][S:31]([C:34]2[CH:35]=[C:36]3[C:40](=[CH:41][CH:42]=2)[NH:39][C:38](=[O:43])[CH2:37]3)(=[O:33])=[O:32])=[CH:26][CH:25]=1.N1CCCCC1. Product: [F:23][C:24]1[CH:25]=[CH:26][C:27]([CH2:30][S:31]([C:34]2[CH:35]=[C:36]3[C:40](=[CH:41][CH:42]=2)[NH:39][C:38](=[O:43])/[C:37]/3=[CH:21]\[C:3]2[NH:4][C:5]3[CH2:11][CH2:10][CH2:9][N:8]([CH2:12][CH2:13][N:14]4[CH2:19][CH2:18][CH2:17][CH2:16][CH2:15]4)[C:7](=[O:20])[C:6]=3[C:2]=2[CH3:1])(=[O:33])=[O:32])=[CH:28][CH:29]=1.[CH3:1][C:2]1[C:6]2[C:7](=[O:20])[N:8]([CH2:12][CH2:13][N:14]3[CH2:19][CH2:18][CH2:17][CH2:16][CH2:15]3)[CH2:9][CH2:10][CH2:11][C:5]=2[NH:4][CH:3]=1. The catalyst class is: 8. (3) The catalyst class is: 4. Reactant: [CH2:1]([O:3][C:4]([C:6]1[C:10]([S:11][C:12]([F:15])([F:14])[F:13])=[C:9]([CH3:16])[N:8]([C:17]2[C:22]([F:23])=[CH:21][C:20]([C:24]([F:27])([F:26])[F:25])=[CH:19][C:18]=2[Cl:28])[N:7]=1)=[O:5])[CH3:2].FC(F)(F)C(O)=[O:32].OO. Product: [CH2:1]([O:3][C:4]([C:6]1[C:10]([S:11]([C:12]([F:15])([F:13])[F:14])=[O:32])=[C:9]([CH3:16])[N:8]([C:17]2[C:22]([F:23])=[CH:21][C:20]([C:24]([F:26])([F:27])[F:25])=[CH:19][C:18]=2[Cl:28])[N:7]=1)=[O:5])[CH3:2]. (4) Reactant: C(OC(N1CCC2C(=CC(OC)=C(OC)C=2)C1CC1C=CC(Br)=CC=1)=O)(C)(C)C.COC1N=C(OC)C(B(O)O)=CN=1.C1(P(C2C=CC=CC=2)C2C=CC=CC=2)C=CC=CC=1.C([O-])([O-])=O.[Na+].[Na+].[C:68]([O:72][C:73]([N:75]1[CH2:84][CH2:83][C:82]2[C:77](=[CH:78][C:79]([O:87][CH3:88])=[C:80]([O:85][CH3:86])[CH:81]=2)[CH:76]1[CH2:89][C:90]1[CH:95]=[CH:94][C:93]([C:96]2[C:97]([O:104][CH3:105])=[N:98][C:99]([O:102][CH3:103])=[N:100][CH:101]=2)=[CH:92][CH:91]=1)=[O:74])([CH3:71])([CH3:70])[CH3:69].[ClH:106]. Product: [C:68]([O:72][C:73]([N:75]1[CH2:84][CH2:83][C:82]2[C:77](=[CH:78][C:79]([O:87][CH3:88])=[C:80]([O:85][CH3:86])[CH:81]=2)[CH:76]1[CH2:89][C:90]1[CH:95]=[CH:94][C:93]([C:96]2[C:97]([O:104][CH3:105])=[N:98][C:99]([O:102][CH3:103])=[N:100][CH:101]=2)=[CH:92][CH:91]=1)=[O:74])([CH3:70])([CH3:69])[CH3:71].[ClH:106].[CH3:103][O:102][C:99]1[N:98]=[C:97]([O:104][CH3:105])[C:96]([C:93]2[CH:92]=[CH:91][C:90]([CH2:89][CH:76]3[C:77]4[C:82](=[CH:81][C:80]([O:85][CH3:86])=[C:79]([O:87][CH3:88])[CH:78]=4)[CH2:83][CH2:84][NH:75]3)=[CH:95][CH:94]=2)=[CH:101][N:100]=1. The catalyst class is: 27. (5) Reactant: [Cl:1][C:2]1[CH:10]=[CH:9][C:5]([C:6]([OH:8])=[O:7])=[CH:4][C:3]=1[NH:11][C:12]([C:14]1[C:29](=[O:30])[NH:28][C:17]2[N:18]=[C:19]([O:22][CH2:23][CH2:24][O:25][CH2:26][CH3:27])[N:20]=[CH:21][C:16]=2[CH:15]=1)=[O:13].[CH3:31]O. Product: [CH3:31][O:7][C:6](=[O:8])[C:5]1[CH:9]=[CH:10][C:2]([Cl:1])=[C:3]([NH:11][C:12]([C:14]2[C:29](=[O:30])[NH:28][C:17]3[N:18]=[C:19]([O:22][CH2:23][CH2:24][O:25][CH2:26][CH3:27])[N:20]=[CH:21][C:16]=3[CH:15]=2)=[O:13])[CH:4]=1. The catalyst class is: 65.